From a dataset of Catalyst prediction with 721,799 reactions and 888 catalyst types from USPTO. Predict which catalyst facilitates the given reaction. (1) Reactant: [CH:1]([C@H:14]1[CH2:20][C@@H:19]2[C@@H:17]([O:18]2)[CH2:16][O:15]1)([C:8]1[CH:13]=[CH:12][CH:11]=[CH:10][CH:9]=1)[C:2]1[CH:7]=[CH:6][CH:5]=[CH:4][CH:3]=1.[H-].[H-].[H-].[H-].[Li+].[Al+3].C1OCCOCCOCCOC1. Product: [CH:1]([C@@H:14]1[O:15][CH2:16][C@H:17]([OH:18])[CH2:19][CH2:20]1)([C:8]1[CH:13]=[CH:12][CH:11]=[CH:10][CH:9]=1)[C:2]1[CH:3]=[CH:4][CH:5]=[CH:6][CH:7]=1. The catalyst class is: 605. (2) Reactant: C([O:4][CH2:5][C:6]1[CH:11]=[CH:10][C:9]([CH2:12][C:13]2[CH:18]=[CH:17][C:16]([O:19][CH3:20])=[CH:15][CH:14]=2)=[C:8]([O:21][CH2:22][C:23]2[CH:28]=[CH:27][CH:26]=[CH:25][CH:24]=2)[CH:7]=1)(=O)C.[OH-].[K+].Cl. Product: [CH2:22]([O:21][C:8]1[CH:7]=[C:6]([CH:11]=[CH:10][C:9]=1[CH2:12][C:13]1[CH:14]=[CH:15][C:16]([O:19][CH3:20])=[CH:17][CH:18]=1)[CH2:5][OH:4])[C:23]1[CH:24]=[CH:25][CH:26]=[CH:27][CH:28]=1. The catalyst class is: 111. (3) Reactant: [H-].[Na+].[N+:3]([C:6]1[CH:7]=[C:8]2[C:12](=[CH:13][CH:14]=1)[NH:11][CH2:10][CH2:9]2)([O-:5])=[O:4].[CH3:15]I.[NH4+].[Cl-]. Product: [CH3:15][N:11]1[C:12]2[C:8](=[CH:7][C:6]([N+:3]([O-:5])=[O:4])=[CH:14][CH:13]=2)[CH2:9][CH2:10]1. The catalyst class is: 303. (4) Reactant: [Cl:1][C:2]1[CH:8]=[C:7]([O:9][C:10]2[C:19]3[C:14](=[CH:15][C:16]([O:22][CH3:23])=[C:17]([O:20][CH3:21])[CH:18]=3)[N:13]=[CH:12][N:11]=2)[CH:6]=[CH:5][C:3]=1[NH2:4].C1(C)C=CC=CC=1.C(N(CC)CC)C.ClC(Cl)(O[C:42](=[O:48])[O:43][C:44](Cl)(Cl)Cl)Cl.[CH3:50][O:51][C:52]1[CH:53]=[C:54]([CH:60]=[CH:61][CH:62]=1)[O:55][CH2:56][CH2:57]CO. Product: [Cl:1][C:2]1[CH:8]=[C:7]([O:9][C:10]2[C:19]3[C:14](=[CH:15][C:16]([O:22][CH3:23])=[C:17]([O:20][CH3:21])[CH:18]=3)[N:13]=[CH:12][N:11]=2)[CH:6]=[CH:5][C:3]=1[NH:4][C:42](=[O:48])[O:43][CH2:44][CH2:57][CH2:56][O:55][C:54]1[CH:60]=[CH:61][CH:62]=[C:52]([O:51][CH3:50])[CH:53]=1. The catalyst class is: 2. (5) Reactant: [NH2:1][C:2]([C:4]1[CH:5]=[N:6][C:7]2[C:12]([C:13]=1[NH:14][C:15]1[CH:16]=[C:17]([CH:23]=[CH:24][CH:25]=1)[C:18]([O:20]CC)=[O:19])=[CH:11][CH:10]=[C:9]([C:26]1[CH:31]=[C:30]([F:32])[CH:29]=[CH:28][C:27]=1[F:33])[CH:8]=2)=[O:3].[OH-].[Na+]. Product: [NH2:1][C:2]([C:4]1[CH:5]=[N:6][C:7]2[C:12]([C:13]=1[NH:14][C:15]1[CH:16]=[C:17]([CH:23]=[CH:24][CH:25]=1)[C:18]([OH:20])=[O:19])=[CH:11][CH:10]=[C:9]([C:26]1[CH:31]=[C:30]([F:32])[CH:29]=[CH:28][C:27]=1[F:33])[CH:8]=2)=[O:3]. The catalyst class is: 8. (6) The catalyst class is: 28. Reactant: CO.[ClH:3].[CH3:4][N:5]([CH2:7][C@H:8]1[CH2:13][CH2:12][CH2:11][CH2:10][C@@:9]1([C:15]1[CH:20]=[CH:19][CH:18]=[C:17]([O:21][CH3:22])[CH:16]=1)[OH:14])[CH3:6]. Product: [ClH:3].[CH3:6][N:5]([CH2:7][C@H:8]1[CH2:13][CH2:12][CH2:11][CH2:10][C@@:9]1([C:15]1[CH:20]=[CH:19][CH:18]=[C:17]([O:21][CH3:22])[CH:16]=1)[OH:14])[CH3:4]. (7) Reactant: [NH2:1][C:2]1[CH:7]=[CH:6][C:5]([CH2:8][CH2:9][C:10]([O:12][CH2:13][CH3:14])=[O:11])=[CH:4][CH:3]=1.[O:15]([C:22]1[CH:30]=[CH:29][C:25]([C:26](O)=[O:27])=[CH:24][CH:23]=1)[C:16]1[CH:21]=[CH:20][CH:19]=[CH:18][CH:17]=1.Cl.C(N=C=NCCCN(C)C)C.O.ON1C2C=CC=CC=2N=N1. Product: [O:15]([C:22]1[CH:23]=[CH:24][C:25]([C:26]([NH:1][C:2]2[CH:3]=[CH:4][C:5]([CH2:8][CH2:9][C:10]([O:12][CH2:13][CH3:14])=[O:11])=[CH:6][CH:7]=2)=[O:27])=[CH:29][CH:30]=1)[C:16]1[CH:17]=[CH:18][CH:19]=[CH:20][CH:21]=1. The catalyst class is: 35.